Dataset: Full USPTO retrosynthesis dataset with 1.9M reactions from patents (1976-2016). Task: Predict the reactants needed to synthesize the given product. (1) Given the product [CH2:29]([N:19]([CH2:18][CH2:17][CH2:16][N:8]([CH2:7][C:4]1[CH:3]=[CH:2][CH:1]=[CH:6][CH:5]=1)[CH2:50][C:49]([CH3:53])([CH3:52])[CH3:48])[C:20](=[O:21])[O:22][CH2:23][C:24]1[S:28][CH:27]=[N:26][CH:25]=1)[C:30]1[CH:35]=[CH:34][CH:33]=[CH:32][CH:31]=1, predict the reactants needed to synthesize it. The reactants are: [C:1]1(C2C=CC=CC=2)[CH:6]=[CH:5][C:4]([CH2:7][N:8]([CH2:16][CH2:17][CH2:18][N:19]([CH2:29][C:30]2[CH:35]=[CH:34][C:33](C3C=CC=CC=3)=[CH:32][CH:31]=2)[C:20]([O:22][CH2:23][C:24]2[S:28][CH:27]=[N:26][CH:25]=2)=[O:21])C(=O)OC(C)(C)C)=[CH:3][CH:2]=1.[CH3:48][C:49]([CH3:53])([CH3:52])[CH:50]=O.CC(O)=O. (2) Given the product [Cl:40][C:37]1[CH:36]=[CH:35][C:34]([CH:33]([C:41]2[CH:42]=[CH:43][C:44]([Cl:47])=[CH:45][CH:46]=2)[N:31]2[CH2:30][C:29](=[CH:28][S:25]([CH2:24][C:20]3[CH:19]=[C:18]([N:15]4[CH2:14][CH2:13][N:12]([C:10](=[O:11])[CH2:9][NH:7][CH3:6])[CH2:17][CH2:16]4)[CH:23]=[CH:22][CH:21]=3)(=[O:27])=[O:26])[CH2:32]2)=[CH:39][CH:38]=1, predict the reactants needed to synthesize it. The reactants are: C(O[C:6](=O)[N:7]([CH2:9][C:10]([N:12]1[CH2:17][CH2:16][N:15]([C:18]2[CH:23]=[CH:22][CH:21]=[C:20]([CH2:24][S:25]([CH:28]=[C:29]3[CH2:32][N:31]([CH:33]([C:41]4[CH:46]=[CH:45][C:44]([Cl:47])=[CH:43][CH:42]=4)[C:34]4[CH:39]=[CH:38][C:37]([Cl:40])=[CH:36][CH:35]=4)[CH2:30]3)(=[O:27])=[O:26])[CH:19]=2)[CH2:14][CH2:13]1)=[O:11])C)(C)(C)C. (3) Given the product [C:1]([OH:20])(=[O:19])[CH2:2][CH2:3][CH2:4][CH2:5][CH2:6][CH2:7][CH2:8]/[CH:9]=[CH:10]\[CH2:11][CH2:12][CH2:13][CH2:14][CH2:15][CH2:16][CH2:17][CH3:18], predict the reactants needed to synthesize it. The reactants are: [C:1]([O-:20])(=[O:19])[CH2:2][CH2:3][CH2:4][CH2:5][CH2:6][CH2:7][CH2:8]/[CH:9]=[CH:10]\[CH2:11][CH2:12][CH2:13][CH2:14][CH2:15][CH2:16][CH2:17][CH3:18].[Na+].